From a dataset of Forward reaction prediction with 1.9M reactions from USPTO patents (1976-2016). Predict the product of the given reaction. (1) Given the reactants [F:1][C:2]1[CH:7]=[CH:6][C:5]([S:8]([CH2:11][C:12](=O)[CH3:13])(=[O:10])=[O:9])=[CH:4][CH:3]=1.[CH3:15][C:16]1[CH:20]=[C:19]([NH2:21])[NH:18][N:17]=1.[Cl:22][C:23]1[CH:24]=[C:25]([CH:28]=[CH:29][C:30]=1[Cl:31])[CH:26]=O, predict the reaction product. The product is: [Cl:22][C:23]1[CH:24]=[C:25]([CH:26]2[N:18]3[N:17]=[C:16]([CH3:15])[CH:20]=[C:19]3[NH:21][C:12]([CH3:13])=[C:11]2[S:8]([C:5]2[CH:6]=[CH:7][C:2]([F:1])=[CH:3][CH:4]=2)(=[O:10])=[O:9])[CH:28]=[CH:29][C:30]=1[Cl:31]. (2) Given the reactants Cl.[Cl:2][C:3]1[N:11]=[C:10]2[C:6]([N:7]=[C:8]([C:13]3([OH:19])[CH2:18][CH2:17][CH2:16][NH:15][CH2:14]3)[N:9]2[CH3:12])=[C:5]([N:20]2[CH2:25][CH2:24][O:23][CH2:22][CH2:21]2)[N:4]=1.[CH:26](I)([CH3:28])[CH3:27].C(=O)([O-])[O-].[Cs+].[Cs+].CCN(C(C)C)C(C)C, predict the reaction product. The product is: [Cl:2][C:3]1[N:11]=[C:10]2[C:6]([N:7]=[C:8]([C:13]3([OH:19])[CH2:18][CH2:17][CH2:16][N:15]([CH:26]([CH3:28])[CH3:27])[CH2:14]3)[N:9]2[CH3:12])=[C:5]([N:20]2[CH2:21][CH2:22][O:23][CH2:24][CH2:25]2)[N:4]=1.